From a dataset of HIV replication inhibition screening data with 41,000+ compounds from the AIDS Antiviral Screen. Binary Classification. Given a drug SMILES string, predict its activity (active/inactive) in a high-throughput screening assay against a specified biological target. (1) The result is 0 (inactive). The molecule is COC1=CC(=O)c2c(O)c3c(c(O)c2C1=O)CC(C)(O)CC3O. (2) The drug is COc1cc(C(CC(C)=O)c2cc3c(cc2OC(C)=O)OCO3)cc(OC)c1OC.COc1cc(C(c2cc3c(cc2O)OCO3)C(C(C)=O)C(C)=O)cc(OC)c1OC.COc1cc(C2c3cc4c(cc3OC(C)(O)C2C(C)=O)OCO4)cc(OC)c1OC. The result is 0 (inactive). (3) The drug is CCCCCCCN1C(=O)C(O)(c2ccc(C3(O)C(=O)N(CCCCCCC)c4ccccc43)s2)c2ccccc21. The result is 0 (inactive). (4) The molecule is [N-]=[N+]=C(C(=O)CN1CCCC1=O)S(=O)(=O)c1ccccc1. The result is 0 (inactive). (5) The drug is CC1=NN2C(=NC(C)(C)C1)NN=C2c1ccc(Cl)cc1. The result is 0 (inactive). (6) The molecule is CC(C)(C)N1CC(C(=O)c2ccccc2)C1c1ccccc1. The result is 0 (inactive).